From a dataset of Full USPTO retrosynthesis dataset with 1.9M reactions from patents (1976-2016). Predict the reactants needed to synthesize the given product. (1) Given the product [Cl-:1].[CH2:12]([O:14][P+:15]([O:19][CH2:20][CH3:21])([O:16][CH2:17][CH3:18])[CH2:2][C:3]1[CH:4]=[CH:5][C:6]([OH:11])=[C:7]([CH:8]=[O:9])[CH:10]=1)[CH3:13], predict the reactants needed to synthesize it. The reactants are: [Cl:1][CH2:2][C:3]1[CH:4]=[CH:5][C:6]([OH:11])=[C:7]([CH:10]=1)[CH:8]=[O:9].[CH2:12]([O:14][P:15]([O:19][CH2:20][CH3:21])[O:16][CH2:17][CH3:18])[CH3:13]. (2) Given the product [Br:31][CH2:14][C:10]1[C:11]([O:12][CH3:13])=[C:2]([Cl:1])[CH:3]=[C:4]2[C:9]=1[O:8][CH:7]([C:15]([F:18])([F:16])[F:17])[C:6]([C:19]([O:21][CH2:22][CH3:23])=[O:20])=[CH:5]2, predict the reactants needed to synthesize it. The reactants are: [Cl:1][C:2]1[CH:3]=[C:4]2[C:9](=[C:10]([CH3:14])[C:11]=1[O:12][CH3:13])[O:8][CH:7]([C:15]([F:18])([F:17])[F:16])[C:6]([C:19]([O:21][CH2:22][CH3:23])=[O:20])=[CH:5]2.C1C(=O)N([Br:31])C(=O)C1. (3) Given the product [CH2:46]([N:48]([CH2:49][CH3:50])[C:40](=[O:41])[CH2:39][C:34]1[CH:35]=[CH:36][CH:37]=[CH:38][C:33]=1[C:30]1[CH:31]=[CH:32][C:27]([C:25]([N:16]2[C:17]3[CH:24]=[CH:23][CH:22]=[CH:21][C:18]=3[CH2:19][N:20]3[C:11]([C:9]([NH:8][CH2:7][C:3]4[CH:2]=[N:1][CH:6]=[CH:5][CH:4]=4)=[O:10])=[CH:12][CH:13]=[C:14]3[CH2:15]2)=[O:26])=[CH:28][CH:29]=1)[CH3:47], predict the reactants needed to synthesize it. The reactants are: [N:1]1[CH:6]=[CH:5][CH:4]=[C:3]([CH2:7][NH:8][C:9]([C:11]2[N:20]3[C:14]([CH2:15][N:16]([C:25]([C:27]4[CH:32]=[CH:31][C:30]([C:33]5[CH:38]=[CH:37][CH:36]=[CH:35][C:34]=5[CH2:39][C:40](O)=[O:41])=[CH:29][CH:28]=4)=[O:26])[C:17]4[CH:24]=[CH:23][CH:22]=[CH:21][C:18]=4[CH2:19]3)=[CH:13][CH:12]=2)=[O:10])[CH:2]=1.CNC.[CH2:46]([NH:48][CH2:49][CH3:50])[CH3:47]. (4) Given the product [F:5][C:6]1[CH:7]=[CH:8][C:9]([NH:12][C:15](=[O:16])[C@@H:14]([OH:13])[CH2:19][O:20][C@@H:21]([CH3:34])[CH2:22][O:23][Si:24]([CH:28]([CH3:30])[CH3:29])([CH:25]([CH3:26])[CH3:27])[CH:31]([CH3:32])[CH3:33])=[N:10][CH:11]=1, predict the reactants needed to synthesize it. The reactants are: C[Al](C)C.[F:5][C:6]1[CH:7]=[CH:8][C:9]([NH2:12])=[N:10][CH:11]=1.[OH:13][C@@H:14]([CH2:19][O:20][C@H:21]([CH3:34])[CH2:22][O:23][Si:24]([CH:31]([CH3:33])[CH3:32])([CH:28]([CH3:30])[CH3:29])[CH:25]([CH3:27])[CH3:26])[C:15](OC)=[O:16]. (5) Given the product [NH2:2][C@@H:3]([C:26]([O:28][C:29]([CH3:31])([CH3:30])[CH3:32])=[O:27])[CH2:4][CH2:5][C:6]([NH:8][C@@H:9]([C:20]([O:22][CH:23]([CH3:25])[CH3:24])=[O:21])[CH2:10][C:11]1[C:19]2[C:14](=[CH:15][CH:16]=[CH:17][CH:18]=2)[NH:13][CH:12]=1)=[O:7].[ClH:1], predict the reactants needed to synthesize it. The reactants are: [ClH:1].[NH:2](C(OC(C)(C)C)=O)[C@@H:3]([C:26]([O:28][C:29]([CH3:32])([CH3:31])[CH3:30])=[O:27])[CH2:4][CH2:5][C:6]([NH:8][C@@H:9]([C:20]([O:22][CH:23]([CH3:25])[CH3:24])=[O:21])[CH2:10][C:11]1[C:19]2[C:14](=[CH:15][CH:16]=[CH:17][CH:18]=2)[NH:13][CH:12]=1)=[O:7].